This data is from Catalyst prediction with 721,799 reactions and 888 catalyst types from USPTO. The task is: Predict which catalyst facilitates the given reaction. (1) Reactant: [Cl:1][C:2]1[CH:7]=[CH:6][C:5]([S:8]([N:11]2[C:20]3[C:15](=[CH:16][CH:17]=[C:18]([N+:21]([O-])=O)[CH:19]=3)[CH2:14][CH2:13][CH2:12]2)(=[O:10])=[O:9])=[CH:4][CH:3]=1.O.O.Cl[Sn]Cl.[OH-].[K+]. Product: [Cl:1][C:2]1[CH:7]=[CH:6][C:5]([S:8]([N:11]2[C:20]3[C:15](=[CH:16][CH:17]=[C:18]([NH2:21])[CH:19]=3)[CH2:14][CH2:13][CH2:12]2)(=[O:9])=[O:10])=[CH:4][CH:3]=1. The catalyst class is: 14. (2) Reactant: Br[CH2:2]/[CH:3]=[CH:4]/[C:5]([NH:7][C:8]1[CH:9]=[C:10]2[C:15](=[CH:16][C:17]=1[O:18][CH2:19][CH3:20])[N:14]=[CH:13][N:12]=[C:11]2[NH:21][C:22]1[CH:27]=[CH:26][C:25]([F:28])=[C:24]([Cl:29])[CH:23]=1)=[O:6].C(N(C(C)C)CC)(C)C.[O:39]1[C@H:44]2[CH2:45][NH:46][CH2:47][C@@H:43]2[O:42][CH2:41][CH2:40]1.O. Product: [Cl:29][C:24]1[CH:23]=[C:22]([NH:21][C:11]2[C:10]3[C:15](=[CH:16][C:17]([O:18][CH2:19][CH3:20])=[C:8]([NH:7][C:5](=[O:6])/[CH:4]=[CH:3]/[CH2:2][N:46]4[CH2:45][C@@H:44]5[O:39][CH2:40][CH2:41][O:42][C@H:43]5[CH2:47]4)[CH:9]=3)[N:14]=[CH:13][N:12]=2)[CH:27]=[CH:26][C:25]=1[F:28]. The catalyst class is: 44. (3) Reactant: [Br:1][C:2]1[CH:3]=[C:4]2[C:8](=[CH:9][CH:10]=1)[NH:7][CH:6]=[C:5]2[CH2:11][C@H:12]1[CH2:16][CH2:15][CH2:14][N:13]1[CH3:17].[C:18]([OH:25])(=[O:24])/[CH:19]=[CH:20]/[C:21]([OH:23])=[O:22].C([O-])(=O)/C=C/C([O-])=O.[OH-].[Na+]. Product: [C:18]([OH:25])(=[O:24])/[CH:19]=[CH:20]/[C:21]([OH:23])=[O:22].[Br:1][C:2]1[CH:3]=[C:4]2[C:8](=[CH:9][CH:10]=1)[NH:7][CH:6]=[C:5]2[CH2:11][C@H:12]1[CH2:16][CH2:15][CH2:14][N:13]1[CH3:17]. The catalyst class is: 657. (4) Reactant: Br[C:2]1[CH:16]=[CH:15][C:5]([CH2:6][O:7][Si:8]([C:11]([CH3:14])([CH3:13])[CH3:12])([CH3:10])[CH3:9])=[CH:4][CH:3]=1.Cl.[F:18][C:19]([F:27])([F:26])[CH:20]1[CH2:25][CH2:24][NH:23][CH2:22][CH2:21]1.CC(C)([O-])C.[Na+]. Product: [Si:8]([O:7][CH2:6][C:5]1[CH:15]=[CH:16][C:2]([N:23]2[CH2:24][CH2:25][CH:20]([C:19]([F:27])([F:26])[F:18])[CH2:21][CH2:22]2)=[CH:3][CH:4]=1)([C:11]([CH3:14])([CH3:13])[CH3:12])([CH3:10])[CH3:9]. The catalyst class is: 57. (5) Reactant: Br[C:2]1[CH:3]=[C:4]2[C:8](=[CH:9][C:10]=1[F:11])[N:7]([C:12]([O:14][C:15]([CH3:18])([CH3:17])[CH3:16])=[O:13])[CH2:6][CH2:5]2.[CH3:19][N:20]1[CH:24]=[C:23](B2OC(C)(C)C(C)(C)O2)[CH:22]=[N:21]1.C([O-])([O-])=O.[K+].[K+]. Product: [F:11][C:10]1[CH:9]=[C:8]2[C:4]([CH2:5][CH2:6][N:7]2[C:12]([O:14][C:15]([CH3:18])([CH3:17])[CH3:16])=[O:13])=[CH:3][C:2]=1[C:23]1[CH:22]=[N:21][N:20]([CH3:19])[CH:24]=1. The catalyst class is: 117. (6) Reactant: [OH:1][CH:2]1[CH2:7][CH2:6][CH2:5][CH:4]([C:8]([O:10][CH:11]([CH3:13])[CH3:12])=[O:9])[CH2:3]1.C(OC=C)(=O)C. Product: [OH:1][C@H:2]1[CH2:7][CH2:6][CH2:5][C@@H:4]([C:8]([O:10][CH:11]([CH3:13])[CH3:12])=[O:9])[CH2:3]1. The catalyst class is: 2. (7) Reactant: Cl.[C:2]([N:10]1[CH2:15][CH2:14][CH2:13][C:12]([C:32]2[CH:37]=[CH:36][C:35]([Cl:38])=[C:34]([Cl:39])[CH:33]=2)([CH2:16][CH2:17][CH2:18][N:19]2[CH2:24][CH2:23][CH:22]([C:25]([N:27]3CCCC3)=O)[CH2:21][CH2:20]2)[CH2:11]1)(=[O:9])[C:3]1[CH:8]=[CH:7][CH:6]=[CH:5][CH:4]=1.Cl. Product: [OH2:9].[ClH:38].[C:2]([N:10]1[CH2:15][CH2:14][CH2:13][C:12]([CH2:16][CH2:17][CH2:18][N:19]2[CH2:24][CH2:23][C:22]([CH2:2][C:3]3[CH:8]=[CH:7][CH:6]=[CH:5][CH:4]=3)([C:25]#[N:27])[CH2:21][CH2:20]2)([C:32]2[CH:37]=[CH:36][C:35]([Cl:38])=[C:34]([Cl:39])[CH:33]=2)[CH2:11]1)(=[O:9])[C:3]1[CH:4]=[CH:5][CH:6]=[CH:7][CH:8]=1. The catalyst class is: 3. (8) Reactant: [CH2:1]1[C:6]2([CH2:11][CH2:10][CH2:9][CH2:8][CH2:7]2)[CH2:5][CH2:4][C:3](=O)[CH2:2]1.S([CH2:23][N+:24]#[C-])(C1C=CC(C)=CC=1)(=O)=O.CCO.CC([O-])(C)C.[K+]. Product: [CH2:1]1[C:6]2([CH2:11][CH2:10][CH2:9][CH2:8][CH2:7]2)[CH2:5][CH2:4][CH:3]([C:23]#[N:24])[CH2:2]1. The catalyst class is: 57. (9) Reactant: [CH2:1]=O.[Cl:3][C:4]1[CH:11]=[CH:10][CH:9]=[CH:8][C:5]=1[CH2:6][NH2:7].O.[C:13]([OH:23])(=[O:22])[C:14]1[NH:21][C:19](=[O:20])[NH:18][C:16](=[O:17])[CH:15]=1. Product: [Cl:3][C:4]1[CH:11]=[CH:10][CH:9]=[CH:8][C:5]=1[CH2:6][NH:7][CH2:1][C:15]1[C:16](=[O:17])[NH:18][C:19](=[O:20])[NH:21][C:14]=1[C:13]([OH:23])=[O:22]. The catalyst class is: 8.